From a dataset of Reaction yield outcomes from USPTO patents with 853,638 reactions. Predict the reaction yield, written as a fraction of the theoretical maximum amount of product (1.0 means a 100% yield; for example, 0.34 means a 34% yield). (1) The reactants are OC(C(F)(F)F)=O.[NH:8]1[CH2:11][CH:10]([C:12]2[CH:33]=[CH:32][C:15]3[C:16]4[N:17]=[C:18]([C:24]5[N:25]([CH:29]([CH3:31])[CH3:30])[N:26]=[CH:27][N:28]=5)[S:19][C:20]=4[CH2:21][CH2:22][O:23][C:14]=3[CH:13]=2)[CH2:9]1.C(N(C(C)C)CC)(C)C.CN(C(ON1N=NC2C=CC=NC1=2)=[N+](C)C)C.F[P-](F)(F)(F)(F)F.[C:67](O)(=[O:71])[C@@H:68]([CH3:70])[OH:69]. The catalyst is C1COCC1. The product is [OH:69][C@H:68]([CH3:70])[C:67]([N:8]1[CH2:11][CH:10]([C:12]2[CH:33]=[CH:32][C:15]3[C:16]4[N:17]=[C:18]([C:24]5[N:25]([CH:29]([CH3:31])[CH3:30])[N:26]=[CH:27][N:28]=5)[S:19][C:20]=4[CH2:21][CH2:22][O:23][C:14]=3[CH:13]=2)[CH2:9]1)=[O:71]. The yield is 0.320. (2) The reactants are [F:1][C:2]1[N:7]=[CH:6][C:5]([OH:8])=[CH:4][CH:3]=1.[H-].[Na+].[CH3:11][O:12][CH2:13]Cl. The catalyst is CN(C=O)C.C(OCC)(=O)C.O. The product is [F:1][C:2]1[CH:3]=[CH:4][C:5]([O:8][CH2:11][O:12][CH3:13])=[CH:6][N:7]=1. The yield is 0.880. (3) The reactants are [CH3:1][C:2]1[CH:16]=[CH:15][C:5]([C:6]([N:8]2[CH2:13][CH2:12][CH2:11][C@@H:10]([NH2:14])[CH2:9]2)=[O:7])=[CH:4][CH:3]=1.[Cl:17][C:18]1[CH:26]=[CH:25][C:21]([C:22](Cl)=[O:23])=[CH:20][CH:19]=1.[OH-].[Na+].[Cl-].[Na+]. The catalyst is ClC1C=CC=CC=1. The product is [CH3:1][C:2]1[CH:3]=[CH:4][C:5]([C:6]([N:8]2[CH2:13][CH2:12][CH2:11][C@@H:10]([NH:14][C:22](=[O:23])[C:21]3[CH:25]=[CH:26][C:18]([Cl:17])=[CH:19][CH:20]=3)[CH2:9]2)=[O:7])=[CH:15][CH:16]=1. The yield is 0.840. (4) The reactants are [N:1]1[CH:2]=[CH:3][N:4]2[CH:9]=[CH:8][C:7]([NH2:10])=[N:6][C:5]=12.Br[C:12]1[C:13](=[O:20])[N:14]([CH3:19])[CH:15]=[C:16]([Br:18])[CH:17]=1.CC1(C)C2C(=C(P(C3C=CC=CC=3)C3C=CC=CC=3)C=CC=2)OC2C(P(C3C=CC=CC=3)C3C=CC=CC=3)=CC=CC1=2.C([O-])([O-])=O.[Cs+].[Cs+]. The catalyst is C1C=CC(/C=C/C(/C=C/C2C=CC=CC=2)=O)=CC=1.C1C=CC(/C=C/C(/C=C/C2C=CC=CC=2)=O)=CC=1.C1C=CC(/C=C/C(/C=C/C2C=CC=CC=2)=O)=CC=1.[Pd].[Pd].O1CCOCC1. The product is [Br:18][C:16]1[CH:17]=[C:12]([NH:10][C:7]2[CH:8]=[CH:9][N:4]3[CH:3]=[CH:2][N:1]=[C:5]3[N:6]=2)[C:13](=[O:20])[N:14]([CH3:19])[CH:15]=1. The yield is 0.310. (5) The product is [Cl:43][CH2:14][C:12]1[CH:11]=[C:5]([CH:4]=[C:3]([N:2]([CH3:16])[CH3:1])[CH:13]=1)[C:6]([O:8][CH2:9][CH3:10])=[O:7]. The catalyst is C(Cl)Cl. The yield is 0.960. The reactants are [CH3:1][N:2]([CH3:16])[C:3]1[CH:4]=[C:5]([CH:11]=[C:12]([CH2:14]O)[CH:13]=1)[C:6]([O:8][CH2:9][CH3:10])=[O:7].C1C=CC(P(C2C=CC=CC=2)C2C=CC=CC=2)=CC=1.C1C(=O)N([Cl:43])C(=O)C1. (6) The reactants are [C:1]1([C:7]2[O:8][C:9]3[C:10](=[C:12]([C:16]([OH:18])=O)[CH:13]=[CH:14][CH:15]=3)[N:11]=2)[CH:6]=[CH:5][CH:4]=[CH:3][CH:2]=1.Cl.Cl.[NH2:21][CH:22]1[CH:27]2[CH2:28][CH2:29][N:24]([CH2:25][CH2:26]2)[CH2:23]1. No catalyst specified. The product is [N:24]12[CH2:29][CH2:28][CH:27]([CH2:26][CH2:25]1)[CH:22]([NH:21][C:16]([C:12]1[CH:13]=[CH:14][CH:15]=[C:9]3[O:8][C:7]([C:1]4[CH:2]=[CH:3][CH:4]=[CH:5][CH:6]=4)=[N:11][C:10]=13)=[O:18])[CH2:23]2. The yield is 0.510.